From a dataset of Full USPTO retrosynthesis dataset with 1.9M reactions from patents (1976-2016). Predict the reactants needed to synthesize the given product. (1) The reactants are: [F:1][C:2]1[CH:11]=[C:10]([C:12]2[N:17]=[N:16][C:15](S(C)=O)=[N:14][CH:13]=2)[CH:9]=[CH:8][C:3]=1[C:4]([O:6][CH3:7])=[O:5].O.[NH2:22][NH2:23]. Given the product [F:1][C:2]1[CH:11]=[C:10]([C:12]2[N:17]=[N:16][C:15]([NH:22][NH2:23])=[N:14][CH:13]=2)[CH:9]=[CH:8][C:3]=1[C:4]([O:6][CH3:7])=[O:5], predict the reactants needed to synthesize it. (2) Given the product [CH3:8][C:9]1([CH3:19])[C:14](=[O:15])[O:13][CH2:12][C:11]([CH3:18])([CH2:16][O:17][C:1](=[O:6])[C:2]([CH3:5])([CH3:4])[CH3:3])[NH:10]1, predict the reactants needed to synthesize it. The reactants are: [C:1](Cl)(=[O:6])[C:2]([CH3:5])([CH3:4])[CH3:3].[CH3:8][C:9]1([CH3:19])[C:14](=[O:15])[O:13][CH2:12][C:11]([CH3:18])([CH2:16][OH:17])[NH:10]1.